From a dataset of Reaction yield outcomes from USPTO patents with 853,638 reactions. Predict the reaction yield, written as a fraction of the theoretical maximum amount of product (1.0 means a 100% yield; for example, 0.34 means a 34% yield). The reactants are [Cl:1][C:2]1[CH:14]=[CH:13][CH:12]=[CH:11][C:3]=1[CH2:4][C:5]1[S:9][C:8]([NH2:10])=[N:7][CH:6]=1.[O:15]1[C:19]2[CH:20]=[CH:21][C:22]([C:24]3([C:27](O)=[O:28])[CH2:26][CH2:25]3)=[CH:23][C:18]=2[O:17][CH2:16]1.C(N(CC)CC)C.F[P-](F)(F)(F)(F)F.N1(O[P+](N(C)C)(N(C)C)N(C)C)C2C=CC=CC=2N=N1. The catalyst is C(#N)C. The product is [Cl:1][C:2]1[CH:14]=[CH:13][CH:12]=[CH:11][C:3]=1[CH2:4][C:5]1[S:9][C:8]([NH:10][C:27]([C:24]2([C:22]3[CH:21]=[CH:20][C:19]4[O:15][CH2:16][O:17][C:18]=4[CH:23]=3)[CH2:26][CH2:25]2)=[O:28])=[N:7][CH:6]=1. The yield is 0.0980.